This data is from Forward reaction prediction with 1.9M reactions from USPTO patents (1976-2016). The task is: Predict the product of the given reaction. Given the reactants Cl.[F:2][C:3]1[C:11]([CH:12]([C:14]2[N:18]3[N:19]=[C:20]([C:23]([O:25]CC)=[CH2:24])[CH:21]=[CH:22][C:17]3=[N:16][CH:15]=2)[CH3:13])=[C:10]([F:28])[CH:9]=[C:8]2[C:4]=1[CH:5]=[N:6][N:7]2[CH3:29].C([O-])(O)=O.[Na+], predict the reaction product. The product is: [F:2][C:3]1[C:11]([CH:12]([C:14]2[N:18]3[N:19]=[C:20]([C:23](=[O:25])[CH3:24])[CH:21]=[CH:22][C:17]3=[N:16][CH:15]=2)[CH3:13])=[C:10]([F:28])[CH:9]=[C:8]2[C:4]=1[CH:5]=[N:6][N:7]2[CH3:29].